Dataset: Reaction yield outcomes from USPTO patents with 853,638 reactions. Task: Predict the reaction yield, written as a fraction of the theoretical maximum amount of product (1.0 means a 100% yield; for example, 0.34 means a 34% yield). (1) The reactants are OC(C(F)(F)F)=O.[NH:8]1[CH2:11][CH:10]([C:12]2[CH:33]=[CH:32][C:15]3[C:16]4[N:17]=[C:18]([C:24]5[N:25]([CH:29]([CH3:31])[CH3:30])[N:26]=[CH:27][N:28]=5)[S:19][C:20]=4[CH2:21][CH2:22][O:23][C:14]=3[CH:13]=2)[CH2:9]1.[CH3:34][N:35]([CH3:41])[S:36]([CH:39]=[CH2:40])(=[O:38])=[O:37]. No catalyst specified. The product is [CH3:34][N:35]([CH3:41])[S:36]([CH2:39][CH2:40][N:8]1[CH2:11][CH:10]([C:12]2[CH:33]=[CH:32][C:15]3[C:16]4[N:17]=[C:18]([C:24]5[N:25]([CH:29]([CH3:31])[CH3:30])[N:26]=[CH:27][N:28]=5)[S:19][C:20]=4[CH2:21][CH2:22][O:23][C:14]=3[CH:13]=2)[CH2:9]1)(=[O:38])=[O:37]. The yield is 0.750. (2) The reactants are C[O:2][C:3](=[O:14])[C:4]1[CH:9]=[CH:8][CH:7]=[C:6]([C:10](=[NH:13])[NH:11][OH:12])[CH:5]=1.C(N(C(C)C)CC)(C)C.[F:24][C:25]1[CH:33]=[CH:32][CH:31]=[CH:30][C:26]=1[C:27](Cl)=O. The yield is 0.830. The catalyst is C1COCC1. The product is [F:24][C:25]1[CH:33]=[CH:32][CH:31]=[CH:30][C:26]=1[C:27]1[O:12][N:11]=[C:10]([C:6]2[CH:5]=[C:4]([CH:9]=[CH:8][CH:7]=2)[C:3]([OH:2])=[O:14])[N:13]=1. (3) The reactants are [CH3:1][CH:2]([CH3:31])[CH2:3][CH:4]([C:16]1[CH:21]=[CH:20][C:19]([N:22]2[CH:26]=[C:25]([C:27]([F:30])([F:29])[F:28])[N:24]=[CH:23]2)=[CH:18][CH:17]=1)[O:5][C:6]1[CH:15]=[CH:14][C:9]([C:10]([O:12]C)=[O:11])=[CH:8][CH:7]=1.[OH-].[Na+].Cl. The catalyst is CO.O. The product is [CH3:1][CH:2]([CH3:31])[CH2:3][CH:4]([C:16]1[CH:21]=[CH:20][C:19]([N:22]2[CH:26]=[C:25]([C:27]([F:29])([F:28])[F:30])[N:24]=[CH:23]2)=[CH:18][CH:17]=1)[O:5][C:6]1[CH:7]=[CH:8][C:9]([C:10]([OH:12])=[O:11])=[CH:14][CH:15]=1. The yield is 1.00. (4) The reactants are [F:1][C:2]1([F:33])[O:6][C:5]2[CH:7]=[CH:8][C:9]([C:11]3([C:14]([NH:16][C:17]4[N:22]=[C:21]([C:23]5[C:28]([F:29])=[CH:27][N:26]=[C:25]([O:30]C)[CH:24]=5)[C:20]([CH3:32])=[CH:19][CH:18]=4)=[O:15])[CH2:13][CH2:12]3)=[CH:10][C:4]=2[O:3]1.I[Si](C)(C)C. The catalyst is C(Cl)(Cl)Cl. The product is [F:33][C:2]1([F:1])[O:6][C:5]2[CH:7]=[CH:8][C:9]([C:11]3([C:14]([NH:16][C:17]4[CH:18]=[CH:19][C:20]([CH3:32])=[C:21]([C:23]5[C:28]([F:29])=[CH:27][NH:26][C:25](=[O:30])[CH:24]=5)[N:22]=4)=[O:15])[CH2:12][CH2:13]3)=[CH:10][C:4]=2[O:3]1. The yield is 0.470. (5) The reactants are [NH2:1][C:2]1[CH:7]=[C:6]([Cl:8])[C:5]([C:9]2[CH:14]=[CH:13][C:12]([C:15]3[CH:20]=[CH:19][C:18]([O:21][CH3:22])=[CH:17][CH:16]=3)=[CH:11][CH:10]=2)=[CH:4][C:3]=1[C:23]([O:25][CH3:26])=[O:24].[CH3:27][C:28]1[CH:32]=[C:31]([CH2:33][C:34](O)=[O:35])[O:30][N:29]=1. The catalyst is O=P(Cl)(Cl)Cl. The product is [Cl:8][C:6]1[C:5]([C:9]2[CH:14]=[CH:13][C:12]([C:15]3[CH:20]=[CH:19][C:18]([O:21][CH3:22])=[CH:17][CH:16]=3)=[CH:11][CH:10]=2)=[CH:4][C:3]([C:23]([O:25][CH3:26])=[O:24])=[C:2]([NH:1][C:34](=[O:35])[CH2:33][C:31]2[O:30][N:29]=[C:28]([CH3:27])[CH:32]=2)[CH:7]=1. The yield is 0.304. (6) The reactants are [CH3:1][C:2]1([CH3:20])[N:12]2[C:13]3[C:8]([C:9](=[O:19])[C:10]([C:14]([O:16][CH2:17][CH3:18])=[O:15])=[CH:11]2)=[CH:7][CH:6]=[CH:5][C:4]=3[CH2:3]1.[Br:21]Br.O. The catalyst is C(O)(=O)C. The product is [Br:21][C:6]1[CH:7]=[C:8]2[C:13]3=[C:4]([CH2:3][C:2]([CH3:1])([CH3:20])[N:12]3[CH:11]=[C:10]([C:14]([O:16][CH2:17][CH3:18])=[O:15])[C:9]2=[O:19])[CH:5]=1. The yield is 0.380. (7) The product is [O:13]=[C:12]([CH:14]=[CH:1][CH:2]=[CH:3][C:4]1[CH:9]=[CH:8][CH:7]=[CH:6][CH:5]=1)[C:11]([O-:16])=[O:15].[K+:18]. The yield is 0.610. The reactants are [CH:1](=O)/[CH:2]=[CH:3]/[C:4]1[CH:9]=[CH:8][CH:7]=[CH:6][CH:5]=1.[C:11]([OH:16])(=[O:15])[C:12]([CH3:14])=[O:13].[OH-].[K+:18]. The catalyst is CO. (8) The product is [Cl:13][CH2:9][C:2]1[O:3][CH:4]=[C:5]([OH:8])[C:6](=[O:7])[CH:1]=1. No catalyst specified. The reactants are [CH:1]1[C:6](=[O:7])[C:5]([OH:8])=[CH:4][O:3][C:2]=1[CH2:9]O.S(Cl)([Cl:13])=O. The yield is 0.900. (9) The reactants are Br[C:2]1[N:6]2[CH2:7][CH2:8][N:9]([CH2:12][C:13]3[CH:18]=[CH:17][CH:16]=[C:15]([C:19]([F:22])([F:21])[F:20])[C:14]=3[Cl:23])[C:10](=[O:11])[C:5]2=[N:4][N:3]=1.[F:24][C:25]1[CH:30]=[CH:29][C:28](B(O)O)=[CH:27][CH:26]=1.C([O-])([O-])=O.[Na+].[Na+]. The catalyst is O1CCOCC1.C1C=CC([P]([Pd]([P](C2C=CC=CC=2)(C2C=CC=CC=2)C2C=CC=CC=2)([P](C2C=CC=CC=2)(C2C=CC=CC=2)C2C=CC=CC=2)[P](C2C=CC=CC=2)(C2C=CC=CC=2)C2C=CC=CC=2)(C2C=CC=CC=2)C2C=CC=CC=2)=CC=1. The product is [Cl:23][C:14]1[C:15]([C:19]([F:22])([F:21])[F:20])=[CH:16][CH:17]=[CH:18][C:13]=1[CH2:12][N:9]1[CH2:8][CH2:7][N:6]2[C:2]([C:28]3[CH:29]=[CH:30][C:25]([F:24])=[CH:26][CH:27]=3)=[N:3][N:4]=[C:5]2[C:10]1=[O:11]. The yield is 0.450. (10) The reactants are [CH3:1][C:2]1[CH:10]=[CH:9][CH:8]=[C:7]([CH3:11])[C:3]=1[C:4](O)=[O:5]. The catalyst is C1COCC1. The product is [CH3:1][C:2]1[CH:10]=[CH:9][CH:8]=[C:7]([CH3:11])[C:3]=1[CH2:4][OH:5]. The yield is 0.510.